Predict the reactants needed to synthesize the given product. From a dataset of Full USPTO retrosynthesis dataset with 1.9M reactions from patents (1976-2016). (1) Given the product [Cl:8][C:6]1[C:5]([CH:9]2[CH2:11][CH2:10]2)=[CH:4][N:3]=[C:2]([C:12]#[N:13])[CH:7]=1, predict the reactants needed to synthesize it. The reactants are: Cl[C:2]1[CH:7]=[C:6]([Cl:8])[C:5]([CH:9]2[CH2:11][CH2:10]2)=[CH:4][N:3]=1.[C:12]([Zn]C#N)#[N:13]. (2) Given the product [CH2:25]([N:3]1[C:4]2[C:9](=[CH:8][CH:7]=[C:6]([N+:11]([O-:13])=[O:12])[CH:5]=2)[CH:10]=[C:2]1[CH3:1])[CH3:26], predict the reactants needed to synthesize it. The reactants are: [CH3:1][C:2]1[NH:3][C:4]2[C:9]([CH:10]=1)=[CH:8][CH:7]=[C:6]([N+:11]([O-:13])=[O:12])[CH:5]=2.C[Si](C)(C)[N-][Si](C)(C)C.[Na+].I[CH2:25][CH3:26].C(OCC)(=O)C. (3) The reactants are: [Cl:1][C:2]1[CH:10]=[CH:9][CH:8]=[C:7]2[C:3]=1[C:4]([C:15]([OH:17])=O)=[CH:5][N:6]2[CH:11]1[CH2:14][O:13][CH2:12]1.[NH2:18][CH2:19][C:20]1([OH:25])[CH2:24][CH2:23][CH2:22][CH2:21]1. Given the product [OH:25][C:20]1([CH2:19][NH:18][C:15]([C:4]2[C:3]3[C:7](=[CH:8][CH:9]=[CH:10][C:2]=3[Cl:1])[N:6]([CH:11]3[CH2:12][O:13][CH2:14]3)[CH:5]=2)=[O:17])[CH2:24][CH2:23][CH2:22][CH2:21]1, predict the reactants needed to synthesize it.